Dataset: Reaction yield outcomes from USPTO patents with 853,638 reactions. Task: Predict the reaction yield, written as a fraction of the theoretical maximum amount of product (1.0 means a 100% yield; for example, 0.34 means a 34% yield). (1) The reactants are [C:1]1([C:7]2[NH:11][CH:10]=[C:9]([CH:12]=[O:13])[CH:8]=2)[CH:6]=[CH:5][CH:4]=[CH:3][CH:2]=1.[H-].[Na+].C1OCCOCCOCCOCCOC1.[Cl:31][C:32]1[N:37]=[CH:36][C:35]([S:38](Cl)(=[O:40])=[O:39])=[CH:34][CH:33]=1. The catalyst is O1CCCC1.C(OCC)(=O)C. The product is [Cl:31][C:32]1[N:37]=[CH:36][C:35]([S:38]([N:11]2[C:7]([C:1]3[CH:6]=[CH:5][CH:4]=[CH:3][CH:2]=3)=[CH:8][C:9]([CH:12]=[O:13])=[CH:10]2)(=[O:40])=[O:39])=[CH:34][CH:33]=1. The yield is 0.730. (2) The reactants are [CH3:1][O:2][C:3](=[O:17])[C:4]1[CH:9]=[C:8]([O:10][CH3:11])[C:7]([NH2:12])=[CH:6][C:5]=1[C:13]([F:16])([F:15])[F:14].N1C=CC=CC=1.Cl[C:25]([O:27][C:28]1[CH:33]=[CH:32][C:31]([N+:34]([O-:36])=[O:35])=[CH:30][CH:29]=1)=[O:26]. The catalyst is C(Cl)Cl. The product is [CH3:1][O:2][C:3](=[O:17])[C:4]1[CH:9]=[C:8]([O:10][CH3:11])[C:7]([NH:12][C:25]([O:27][C:28]2[CH:29]=[CH:30][C:31]([N+:34]([O-:36])=[O:35])=[CH:32][CH:33]=2)=[O:26])=[CH:6][C:5]=1[C:13]([F:14])([F:16])[F:15]. The yield is 0.960.